This data is from Peptide-MHC class I binding affinity with 185,985 pairs from IEDB/IMGT. The task is: Regression. Given a peptide amino acid sequence and an MHC pseudo amino acid sequence, predict their binding affinity value. This is MHC class I binding data. (1) The peptide sequence is RTWAYHGSY. The MHC is HLA-A31:01 with pseudo-sequence HLA-A31:01. The binding affinity (normalized) is 0.666. (2) The peptide sequence is GLISCVINFV. The binding affinity (normalized) is 0.664. The MHC is HLA-A02:01 with pseudo-sequence HLA-A02:01.